Predict which catalyst facilitates the given reaction. From a dataset of Catalyst prediction with 721,799 reactions and 888 catalyst types from USPTO. (1) Product: [I:10][C:6]1[CH:5]=[C:4]([C:3]2[N:11]=[C:12]([CH3:13])[O:1][N:2]=2)[CH:9]=[CH:8][CH:7]=1. The catalyst class is: 300. Reactant: [OH:1][N:2]=[C:3]([NH2:11])[C:4]1[CH:9]=[CH:8][CH:7]=[C:6]([I:10])[CH:5]=1.[C:12](Cl)(=O)[CH3:13]. (2) The catalyst class is: 5. Product: [CH3:31][O:32][C:2]1[C:3]([O:10][C@@H:11]2[CH2:16][CH2:15][C@@H:14]([CH3:17])[N:13]([C:18]([C:20]3[CH:25]=[CH:24][CH:23]=[CH:22][C:21]=3[N:26]3[N:30]=[CH:29][CH:28]=[N:27]3)=[O:19])[CH2:12]2)=[N:4][CH:5]=[CH:6][C:7]=1[C:8]#[N:9]. Reactant: Cl[C:2]1[C:3]([O:10][C@@H:11]2[CH2:16][CH2:15][C@@H:14]([CH3:17])[N:13]([C:18]([C:20]3[CH:25]=[CH:24][CH:23]=[CH:22][C:21]=3[N:26]3[N:30]=[CH:29][CH:28]=[N:27]3)=[O:19])[CH2:12]2)=[N:4][CH:5]=[CH:6][C:7]=1[C:8]#[N:9].[CH3:31][O-:32].C([N+](CCCC)(CCCC)CCCC)CCC. (3) Reactant: [Cl:1][CH:2](Cl)[CH3:3].OCC1[CH:8]=[C:9]([C:19]#[N:20])[C:10]([C:13]2[CH:18]=[CH:17][CH:16]=[CH:15][CH:14]=2)=[CH:11][CH:12]=1.S(Cl)(Cl)=O. Product: [Cl:1][CH2:2][C:3]1[CH:8]=[C:9]([C:19]#[N:20])[C:10]([C:13]2[CH:18]=[CH:17][CH:16]=[CH:15][CH:14]=2)=[CH:11][CH:12]=1. The catalyst class is: 3. (4) Reactant: [NH2:1][C:2]1[CH:7]=[CH:6][CH:5]=[CH:4][CH:3]=1.C(N(CC)CC)C.[C:15](Cl)(=[O:19])[CH:16]([CH3:18])[CH3:17]. Product: [C:2]1([NH:1][C:15](=[O:19])[CH:16]([CH3:18])[CH3:17])[CH:7]=[CH:6][CH:5]=[CH:4][CH:3]=1. The catalyst class is: 7. (5) Reactant: C(Cl)(=O)C(Cl)=O.[F:7][C:8]1[CH:13]=[CH:12][C:11]([C:14]2[CH:19]=[CH:18][C:17]([C:20]([OH:22])=O)=[CH:16][CH:15]=2)=[CH:10][CH:9]=1.[Cl:23][C:24]1[S:25][C:26]2[CH:32]=[CH:31][CH:30]=[C:29](N)[C:27]=2[N:28]=1.[N:34]1C=CC=CC=1. Product: [Cl:23][C:24]1[S:25][C:26]2[CH:32]=[C:31]([NH:34][C:20]([C:17]3[CH:16]=[CH:15][C:14]([C:11]4[CH:10]=[CH:9][C:8]([F:7])=[CH:13][CH:12]=4)=[CH:19][CH:18]=3)=[O:22])[CH:30]=[CH:29][C:27]=2[N:28]=1. The catalyst class is: 85.